The task is: Predict the product of the given reaction.. This data is from Forward reaction prediction with 1.9M reactions from USPTO patents (1976-2016). Given the reactants [S:1]1[CH:5]=[CH:4][CH:3]=[C:2]1[C:6]1[S:10][C:9]([CH:11]=O)=[CH:8][CH:7]=1.[NH2:13][C:14]1[S:15][C:16]([NH2:29])=[C:17]([C:24]([O:26][CH2:27][CH3:28])=[O:25])[C:18]=1[C:19]([O:21][CH2:22][CH3:23])=[O:20].C(O)(C(F)(F)F)=O, predict the reaction product. The product is: [CH2:22]([O:21][C:19]([C:18]1[C:17]([C:24]([O:26][CH2:27][CH3:28])=[O:25])=[C:16]([N:29]=[CH:11][C:9]2[S:10][C:6]([C:2]3[S:1][CH:5]=[CH:4][CH:3]=3)=[CH:7][CH:8]=2)[S:15][C:14]=1[NH2:13])=[O:20])[CH3:23].